Dataset: Catalyst prediction with 721,799 reactions and 888 catalyst types from USPTO. Task: Predict which catalyst facilitates the given reaction. Reactant: [Cl:1][C:2]1[CH:3]=[CH:4][C:5]([NH:18][CH2:19][CH:20]2[CH2:25][CH2:24][NH:23][CH2:22][CH2:21]2)=[C:6]([CH:17]=1)[C:7]([NH:9][C:10]1[CH:15]=[CH:14][C:13]([F:16])=[CH:12][N:11]=1)=[O:8].C([BH3-])#N.[Na+].[CH3:30][C:31]([CH3:33])=O. Product: [Cl:1][C:2]1[CH:3]=[CH:4][C:5]([NH:18][CH2:19][CH:20]2[CH2:21][CH2:22][N:23]([CH:31]([CH3:33])[CH3:30])[CH2:24][CH2:25]2)=[C:6]([CH:17]=1)[C:7]([NH:9][C:10]1[CH:15]=[CH:14][C:13]([F:16])=[CH:12][N:11]=1)=[O:8]. The catalyst class is: 130.